This data is from Reaction yield outcomes from USPTO patents with 853,638 reactions. The task is: Predict the reaction yield, written as a fraction of the theoretical maximum amount of product (1.0 means a 100% yield; for example, 0.34 means a 34% yield). (1) The reactants are [CH3:1][O:2][C:3]1[N:8]=[C:7]([NH:9][CH:10]([CH2:13][OH:14])[CH2:11][OH:12])[C:6]([N+:15]([O-:17])=[O:16])=[CH:5][CH:4]=1.C(=O)([O-])O.[Na+].CO[C:25](OC)([CH3:27])[CH3:26]. The catalyst is ClCCl.O.C1(C)C=CC(S(O)(=O)=O)=CC=1. The product is [CH3:26][C:25]1([CH3:27])[O:12][CH2:11][CH:10]([NH:9][C:7]2[C:6]([N+:15]([O-:17])=[O:16])=[CH:5][CH:4]=[C:3]([O:2][CH3:1])[N:8]=2)[CH2:13][O:14]1. The yield is 0.920. (2) The reactants are [CH3:1][C:2]1[CH:3]=[C:4]([NH:9][C:10]2[CH:15]=[CH:14][C:13]([C:16]3[CH:21]=[CH:20][CH:19]=[CH:18][CH:17]=3)=[CH:12][CH:11]=2)[CH:5]=[C:6]([CH3:8])[CH:7]=1.Br[C:23]1[CH:28]=[CH:27][C:26]([C:29]2[CH:34]=[CH:33][C:32]([C:35]3[CH:40]=[CH:39][C:38](Br)=[CH:37][CH:36]=3)=[CH:31][CH:30]=2)=[CH:25][CH:24]=1.[C:51](P([C:51]([CH3:54])([CH3:53])[CH3:52])[C:51]([CH3:54])([CH3:53])[CH3:52])([CH3:54])([CH3:53])[CH3:52].[C:55]([O-])([CH3:58])([CH3:57])[CH3:56].[K+]. The catalyst is C1(C)C=CC=CC=1.C1C=CC(/C=C/C(/C=C/C2C=CC=CC=2)=O)=CC=1.C1C=CC(/C=C/C(/C=C/C2C=CC=CC=2)=O)=CC=1.[Pd]. The product is [C:13]1([C:16]2[CH:21]=[CH:20][CH:19]=[CH:18][CH:17]=2)[CH:14]=[CH:15][C:10]([N:9]([C:4]2[CH:3]=[C:2]([CH3:1])[CH:7]=[C:6]([CH3:8])[CH:5]=2)[C:23]2[CH:28]=[CH:27][C:26]([C:29]3[CH:34]=[CH:33][C:32]([C:35]4[CH:40]=[CH:39][C:38]([N:9]([C:4]5[CH:5]=[CH:6][C:54]([C:51]6[CH:52]=[CH:17][CH:16]=[CH:21][CH:53]=6)=[CH:2][CH:3]=5)[C:10]5[CH:11]=[C:12]([CH3:13])[CH:57]=[C:55]([CH3:58])[CH:56]=5)=[CH:37][CH:36]=4)=[CH:31][CH:30]=3)=[CH:25][CH:24]=2)=[CH:11][CH:12]=1. The yield is 0.910. (3) The reactants are Br[C:2]1[CH:16]=[CH:15][C:5]([O:6][C:7]2[N:12]=[CH:11][C:10]([CH:13]=[O:14])=[CH:9][CH:8]=2)=[CH:4][C:3]=1[CH3:17].[CH3:18][N:19](C=O)C. The catalyst is [C-]#N.[C-]#N.[Zn+2].C1C=CC(P(C2C=CC=CC=2)[C-]2C=CC=C2)=CC=1.C1C=CC(P(C2C=CC=CC=2)[C-]2C=CC=C2)=CC=1.[Fe+2].C1C=CC(/C=C/C(/C=C/C2C=CC=CC=2)=O)=CC=1.C1C=CC(/C=C/C(/C=C/C2C=CC=CC=2)=O)=CC=1.C1C=CC(/C=C/C(/C=C/C2C=CC=CC=2)=O)=CC=1.[Pd].[Pd]. The product is [CH:13]([C:10]1[CH:9]=[CH:8][C:7]([O:6][C:5]2[CH:15]=[CH:16][C:2]([C:18]#[N:19])=[C:3]([CH3:17])[CH:4]=2)=[N:12][CH:11]=1)=[O:14]. The yield is 0.580.